Dataset: Catalyst prediction with 721,799 reactions and 888 catalyst types from USPTO. Task: Predict which catalyst facilitates the given reaction. (1) Reactant: Cl.[NH2:2][CH2:3][C:4]1[CH:12]=[CH:11][CH:10]=[C:9]2[C:5]=1[CH2:6][N:7]([CH:14]1[CH2:19][CH2:18][C:17](=[O:20])[NH:16][C:15]1=[O:21])[C:8]2=[O:13].[C:22](Cl)(=[O:31])[C:23]1[C:24]([O:29][CH3:30])=[CH:25][CH:26]=[CH:27][CH:28]=1.C(N(CC)CC)C. Product: [O:21]=[C:15]1[CH:14]([N:7]2[CH2:6][C:5]3[C:9](=[CH:10][CH:11]=[CH:12][C:4]=3[CH2:3][NH:2][C:22](=[O:31])[C:23]3[CH:28]=[CH:27][CH:26]=[CH:25][C:24]=3[O:29][CH3:30])[C:8]2=[O:13])[CH2:19][CH2:18][C:17](=[O:20])[NH:16]1. The catalyst class is: 1. (2) Reactant: [C:1]([C:4]1[C:22](=[O:23])[C@@:8]2([CH3:24])[C:9]3[C:15]([OH:16])=[CH:14][C:13]([O:17][CH3:18])=[C:12]([C:19]([NH2:21])=[O:20])[C:10]=3[O:11][C:7]2=[CH:6][C:5]=1[OH:25])(=[O:3])[CH3:2].[Cl:26][C:27]1[CH:36]=[CH:35][CH:34]=[C:33]2[C:28]=1[CH:29]=[CH:30][C:31]([CH3:39])=[C:32]2[CH:37]=O.C([SiH](CC)CC)C.FC(F)(F)C(O)=O. Product: [C:1]([C:4]1[C:22](=[O:23])[C@@:8]2([CH3:24])[C:9]3[C:15]([OH:16])=[CH:14][C:13]([O:17][CH3:18])=[C:12]([C:19]([NH:21][CH2:37][C:32]4[C:33]5[C:28](=[C:27]([Cl:26])[CH:36]=[CH:35][CH:34]=5)[CH:29]=[CH:30][C:31]=4[CH3:39])=[O:20])[C:10]=3[O:11][C:7]2=[CH:6][C:5]=1[OH:25])(=[O:3])[CH3:2]. The catalyst class is: 10. (3) The catalyst class is: 2. Reactant: C(OC(=O)[NH:7][C:8]1[CH:13]=[C:12]([N:14]([CH3:16])[CH3:15])[C:11]([C:17]([F:20])([F:19])[F:18])=[CH:10][C:9]=1[NH:21][C:22](=[O:34])[CH2:23][C:24]([C:26]1[CH:31]=[CH:30][N:29]=[C:28]([C:32]#[N:33])[CH:27]=1)=O)(C)(C)C.C(O)(C(F)(F)F)=O. Product: [CH3:15][N:14]([CH3:16])[C:12]1[C:11]([C:17]([F:20])([F:19])[F:18])=[CH:10][C:9]2[NH:21][C:22](=[O:34])[CH2:23][C:24]([C:26]3[CH:31]=[CH:30][N:29]=[C:28]([C:32]#[N:33])[CH:27]=3)=[N:7][C:8]=2[CH:13]=1. (4) Reactant: C([O:3][C:4]([C:6]1[NH:7][C:8]2[CH2:9][C@@H:10]3[C@H:14]([CH2:15][CH2:16][C:17]4[CH:22]=[CH:21][CH:20]=[CH:19][CH:18]=4)[C@@H:11]3[C:12]=2[CH:13]=1)=[O:5])C.[OH-].[Li+].CO. Product: [CH2:15]([C@H:14]1[C@H:10]2[CH2:9][C:8]3[NH:7][C:6]([C:4]([OH:5])=[O:3])=[CH:13][C:12]=3[C@@H:11]12)[CH2:16][C:17]1[CH:18]=[CH:19][CH:20]=[CH:21][CH:22]=1. The catalyst class is: 1. (5) Reactant: [NH2:1][CH2:2][CH2:3][O:4][CH2:5][CH2:6][O:7][CH2:8][CH2:9][O:10][CH2:11][CH2:12][N:13]1[CH2:18][CH2:17][N:16]([C:19]2[N:24]=[C:23]([O:25][CH3:26])[C:22]([S:27][C:28]3[N:33]=[C:32]([NH2:34])[CH:31]=[C:30]([NH2:35])[N:29]=3)=[C:21]([O:36][CH3:37])[N:20]=2)[CH2:15][CH2:14]1.[CH2:38]1[S:42][C@@H:41]([CH2:43][CH2:44][CH2:45][CH2:46][C:47](O)=[O:48])[C@H:40]2[NH:50][C:51]([NH:53][C@@H:39]12)=[O:52].CCN=C=NCCCN(C)C. Product: [NH2:35][C:30]1[CH:31]=[C:32]([NH2:34])[N:33]=[C:28]([S:27][C:22]2[C:21]([O:36][CH3:37])=[N:20][C:19]([N:16]3[CH2:17][CH2:18][N:13]([CH2:12][CH2:11][O:10][CH2:9][CH2:8][O:7][CH2:6][CH2:5][O:4][CH2:3][CH2:2][NH:1][C:47](=[O:48])[CH2:46][CH2:45][CH2:44][CH2:43][CH:41]4[CH:40]5[CH:39]([NH:53][C:51](=[O:52])[NH:50]5)[CH2:38][S:42]4)[CH2:14][CH2:15]3)=[N:24][C:23]=2[O:25][CH3:26])[N:29]=1. The catalyst class is: 79. (6) Reactant: Br[C:2]1[C:3]([NH:14][C:15]2[C:24]3[C:19](=[CH:20][C:21]([F:26])=[CH:22][C:23]=3[F:25])[N:18]=[C:17]([C:27]3[CH:32]=[C:31]([CH3:33])[CH:30]=[CH:29][N:28]=3)[C:16]=2[CH3:34])=[CH:4][C:5]([N:8]2[CH2:13][CH2:12][O:11][CH2:10][CH2:9]2)=[N:6][CH:7]=1.[CH3:35][O:36][C:37]1[N:42]=[C:41]([CH3:43])[C:40](B(O)O)=[CH:39][CH:38]=1.C1(P(C2CCCCC2)C2CCCCC2)CCCCC1.[O-]P([O-])([O-])=O.[K+].[K+].[K+]. Product: [F:25][C:23]1[CH:22]=[C:21]([F:26])[CH:20]=[C:19]2[C:24]=1[C:15]([NH:14][C:3]1[CH:4]=[C:5]([N:8]3[CH2:13][CH2:12][O:11][CH2:10][CH2:9]3)[N:6]=[CH:7][C:2]=1[C:40]1[C:41]([CH3:43])=[N:42][C:37]([O:36][CH3:35])=[CH:38][CH:39]=1)=[C:16]([CH3:34])[C:17]([C:27]1[CH:32]=[C:31]([CH3:33])[CH:30]=[CH:29][N:28]=1)=[N:18]2. The catalyst class is: 552. (7) Reactant: [OH:1][C@@H:2]1[C@H:6]([OH:7])[C@@H:5]([CH2:8][OH:9])[O:4][C@H:3]1[N:10]1[CH:18]=[N:17][C:16]2[C:11]1=[N:12][C:13]([C:34](OC)=[O:35])=[N:14][C:15]=2[NH:19][CH2:20][CH:21]([C:28]1[CH:33]=[CH:32][CH:31]=[CH:30][CH:29]=1)[C:22]1[CH:27]=[CH:26][CH:25]=[CH:24][CH:23]=1.[NH2:38][CH2:39][CH2:40][C:41]1[CH:46]=[CH:45][CH:44]=[CH:43][N:42]=1. Product: [OH:1][C@@H:2]1[C@H:6]([OH:7])[C@@H:5]([CH2:8][OH:9])[O:4][C@H:3]1[N:10]1[CH:18]=[N:17][C:16]2[C:11]1=[N:12][C:13]([C:34]([NH:38][CH2:39][CH2:40][C:41]1[CH:46]=[CH:45][CH:44]=[CH:43][N:42]=1)=[O:35])=[N:14][C:15]=2[NH:19][CH2:20][CH:21]([C:28]1[CH:29]=[CH:30][CH:31]=[CH:32][CH:33]=1)[C:22]1[CH:23]=[CH:24][CH:25]=[CH:26][CH:27]=1. The catalyst class is: 27. (8) Reactant: [Cl:1][C:2]1[CH:7]=[C:6]([Cl:8])[CH:5]=[C:4]([Cl:9])[C:3]=1[CH2:10][CH2:11][CH2:12][C:13]([OH:15])=O.C[Li].[CH3:18]COCC. Product: [Cl:9][C:4]1[CH:5]=[C:6]([Cl:8])[CH:7]=[C:2]([Cl:1])[C:3]=1[CH2:10][CH2:11][CH2:12][C:13](=[O:15])[CH3:18]. The catalyst class is: 6.